Dataset: Full USPTO retrosynthesis dataset with 1.9M reactions from patents (1976-2016). Task: Predict the reactants needed to synthesize the given product. (1) Given the product [Br:36][C:33]1[N:34]=[CH:35][C:30]([NH:29][C:12](=[O:13])[CH:11]([C:8]2[CH:7]=[CH:6][C:5]([S:2]([CH3:1])(=[O:3])=[O:4])=[CH:10][CH:9]=2)[CH2:15][C:16]2[CH:21]=[CH:20][CH:19]=[CH:18][C:17]=2[CH3:22])=[N:31][CH:32]=1, predict the reactants needed to synthesize it. The reactants are: [CH3:1][S:2]([C:5]1[CH:10]=[CH:9][C:8]([CH:11]([CH2:15][C:16]2[CH:21]=[CH:20][CH:19]=[CH:18][C:17]=2[CH3:22])[C:12](O)=[O:13])=[CH:7][CH:6]=1)(=[O:4])=[O:3].C(Cl)(=O)C(Cl)=O.[NH2:29][C:30]1[CH:35]=[N:34][C:33]([Br:36])=[CH:32][N:31]=1.CCN(C(C)C)C(C)C. (2) Given the product [CH3:14][O:13][C:11]([CH:4]1[CH:5]([C:7]([OH:9])=[O:8])[O:6][C:2]([CH3:15])([CH3:1])[O:3]1)=[O:12], predict the reactants needed to synthesize it. The reactants are: [CH3:1][C:2]1([CH3:15])[O:6][CH:5]([C:7]([O:9]C)=[O:8])[CH:4]([C:11]([O:13][CH3:14])=[O:12])[O:3]1.[OH-].[Na+]. (3) Given the product [CH3:19][S:16]([C:13]1[CH:14]=[CH:15][C:10]([C:6]2[C:5]3[N:4]([N:3]=[C:2]([NH:21][C:22]4[CH:23]=[C:24]([N:28]5[CH2:29][CH2:30][N:31]([CH2:34][C@H:35]([OH:37])[CH3:36])[CH2:32][CH2:33]5)[CH:25]=[CH:26][CH:27]=4)[N:20]=3)[CH:9]=[CH:8][CH:7]=2)=[CH:11][CH:12]=1)(=[O:18])=[O:17], predict the reactants needed to synthesize it. The reactants are: Cl[C:2]1[N:20]=[C:5]2[C:6]([C:10]3[CH:15]=[CH:14][C:13]([S:16]([CH3:19])(=[O:18])=[O:17])=[CH:12][CH:11]=3)=[CH:7][CH:8]=[CH:9][N:4]2[N:3]=1.[NH2:21][C:22]1[CH:23]=[C:24]([N:28]2[CH2:33][CH2:32][N:31]([CH2:34][C@H:35]([OH:37])[CH3:36])[CH2:30][CH2:29]2)[CH:25]=[CH:26][CH:27]=1.C1(P(C2CCCCC2)C2C=CC=CC=2C2C=CC=CC=2P(C2CCCCC2)C2CCCCC2)CCCCC1. (4) Given the product [C:12]1([N:9]2[C:5]3=[N:6][CH:7]=[N:8][C:3]([NH:1][N:2]=[CH:22][C:21]4[CH:24]=[CH:25][C:26]([O:27][CH3:28])=[C:19]([OH:18])[CH:20]=4)=[C:4]3[CH:11]=[N:10]2)[CH:17]=[CH:16][CH:15]=[CH:14][CH:13]=1, predict the reactants needed to synthesize it. The reactants are: [NH:1]([C:3]1[N:8]=[CH:7][N:6]=[C:5]2[N:9]([C:12]3[CH:17]=[CH:16][CH:15]=[CH:14][CH:13]=3)[N:10]=[CH:11][C:4]=12)[NH2:2].[OH:18][C:19]1[CH:20]=[C:21]([CH:24]=[CH:25][C:26]=1[O:27][CH3:28])[CH:22]=O.C1(N2C3=NC=NC(NN=CC4C=CN=CC=4)=C3C=N2)C=CC=CC=1.